Dataset: Forward reaction prediction with 1.9M reactions from USPTO patents (1976-2016). Task: Predict the product of the given reaction. Given the reactants [N:1]1[C:10]2[C:5](=[CH:6][C:7]([CH2:11][C:12](O)=O)=[CH:8][CH:9]=2)[N:4]=[CH:3][CH:2]=1.[ClH:15].[F:16][C:17]([F:31])([F:30])[C:18]1[CH:19]=[C:20]([CH:24]2[CH2:29][CH2:28][NH:27][CH2:26][CH2:25]2)[CH:21]=[CH:22][CH:23]=1.O, predict the reaction product. The product is: [ClH:15].[ClH:15].[F:31][C:17]([F:16])([F:30])[C:18]1[CH:19]=[C:20]([CH:24]2[CH2:25][CH2:26][N:27]([CH2:12][CH2:11][C:7]3[CH:6]=[C:5]4[C:10](=[CH:9][CH:8]=3)[NH:1][CH2:2][CH2:3][NH:4]4)[CH2:28][CH2:29]2)[CH:21]=[CH:22][CH:23]=1.